Dataset: Full USPTO retrosynthesis dataset with 1.9M reactions from patents (1976-2016). Task: Predict the reactants needed to synthesize the given product. (1) Given the product [CH3:1][O:2][C:3]([C:5]1[O:6][C:7]([CH3:12])=[C:8]([CH2:10][O:11][C:24]2[CH:25]=[CH:26][C:21]([B:16]3[O:17][C:18]([CH3:20])([CH3:19])[C:14]([CH3:28])([CH3:13])[O:15]3)=[CH:22][CH:23]=2)[CH:9]=1)=[O:4], predict the reactants needed to synthesize it. The reactants are: [CH3:1][O:2][C:3]([C:5]1[O:6][C:7]([CH3:12])=[C:8]([CH2:10][OH:11])[CH:9]=1)=[O:4].[CH3:13][C:14]1([CH3:28])[C:18]([CH3:20])([CH3:19])[O:17][B:16]([C:21]2[CH:26]=[CH:25][C:24](O)=[CH:23][CH:22]=2)[O:15]1.C1(P(C2C=CC=CC=2)C2C=CC=CC=2)C=CC=CC=1. (2) Given the product [Cl:3][C:4]1[CH:34]=[CH:33][C:7]([CH:8]([OH:9])[C:10]2[CH:11]=[C:12]3[C:17](=[CH:18][CH:19]=2)[N:16]([CH3:20])[C:15](=[O:21])[CH:14]=[C:13]3[C:22]2[S:23][CH:24]=[C:25]([C:27]3[CH:28]=[CH:29][CH:30]=[CH:31][CH:32]=3)[N:26]=2)=[CH:6][CH:5]=1, predict the reactants needed to synthesize it. The reactants are: [BH4-].[Na+].[Cl:3][C:4]1[CH:34]=[CH:33][C:7]([C:8]([C:10]2[CH:11]=[C:12]3[C:17](=[CH:18][CH:19]=2)[N:16]([CH3:20])[C:15](=[O:21])[CH:14]=[C:13]3[C:22]2[S:23][CH:24]=[C:25]([C:27]3[CH:32]=[CH:31][CH:30]=[CH:29][CH:28]=3)[N:26]=2)=[O:9])=[CH:6][CH:5]=1. (3) Given the product [F:1][C:2]([F:13])([F:14])[C:3]1[CH:4]=[C:5]([CH:9]=[CH:10][C:11]=1[CH3:12])[C:6]([O:8][CH3:20])=[O:7], predict the reactants needed to synthesize it. The reactants are: [F:1][C:2]([F:14])([F:13])[C:3]1[CH:4]=[C:5]([CH:9]=[CH:10][C:11]=1[CH3:12])[C:6]([OH:8])=[O:7].S(=O)(=O)(O)O.[CH3:20]O. (4) Given the product [CH2:1]([O:8][C:9]1[CH:15]=[CH:14][CH:13]=[CH:12][C:10]=1[NH:11][NH2:16])[C:2]1[CH:3]=[CH:4][CH:5]=[CH:6][CH:7]=1, predict the reactants needed to synthesize it. The reactants are: [CH2:1]([O:8][C:9]1[CH:15]=[CH:14][CH:13]=[CH:12][C:10]=1[NH2:11])[C:2]1[CH:7]=[CH:6][CH:5]=[CH:4][CH:3]=1.[N:16]([O-])=O.[Na+].[Sn](Cl)(Cl)(Cl)Cl. (5) Given the product [CH:6]1([CH2:5][CH:4]([C:11]2[CH:16]=[CH:15][CH:14]=[C:13]([N+:17]([O-:19])=[O:18])[CH:12]=2)[C:3]([OH:20])=[O:2])[CH2:10][CH2:9][CH2:8][CH2:7]1, predict the reactants needed to synthesize it. The reactants are: C[O:2][C:3](=[O:20])[CH:4]([C:11]1[CH:16]=[CH:15][CH:14]=[C:13]([N+:17]([O-:19])=[O:18])[CH:12]=1)[CH2:5][CH:6]1[CH2:10][CH2:9][CH2:8][CH2:7]1.[OH-].[Li+]. (6) The reactants are: [CH3:1][N:2]1[N:11]=[CH:10][C:9]2[C:4](=[CH:5][CH:6]=[CH:7][C:8]=2[N+:12]([O-])=O)[C:3]1=[O:15].[H][H]. Given the product [NH2:12][C:8]1[CH:7]=[CH:6][CH:5]=[C:4]2[C:9]=1[CH:10]=[N:11][N:2]([CH3:1])[C:3]2=[O:15], predict the reactants needed to synthesize it. (7) Given the product [CH3:29][O:30][C:31](=[O:44])[CH:32]([NH:36][C:37]([O:39][C:40]([CH3:43])([CH3:42])[CH3:41])=[O:38])[CH2:33][CH2:34][O:28][C:25]1[CH:26]=[CH:27][C:22]([CH2:21][CH2:20][CH2:19][CH2:18][NH:17][C:15]([O:14][CH2:7][C:8]2[CH:9]=[CH:10][CH:11]=[CH:12][CH:13]=2)=[O:16])=[CH:23][CH:24]=1, predict the reactants needed to synthesize it. The reactants are: C(=O)([O-])[O-].[K+].[K+].[CH2:7]([O:14][C:15]([NH:17][CH2:18][CH2:19][CH2:20][CH2:21][C:22]1[CH:27]=[CH:26][C:25]([OH:28])=[CH:24][CH:23]=1)=[O:16])[C:8]1[CH:13]=[CH:12][CH:11]=[CH:10][CH:9]=1.[CH3:29][O:30][C:31](=[O:44])[CH:32]([NH:36][C:37]([O:39][C:40]([CH3:43])([CH3:42])[CH3:41])=[O:38])[CH2:33][CH2:34]Br. (8) Given the product [CH3:24][N:23]([CH2:22][CH:19]1[CH2:18][CH2:17][N:16]([C:14]([NH:13][C:9]2[CH:8]=[C:7]([O:6][C:5]3[CH:26]=[CH:27][C:2]([NH:1][C:42]([C:39]4([C:37]([NH:36][C:33]5[CH:34]=[CH:35][C:30]([F:29])=[CH:31][CH:32]=5)=[O:38])[CH2:41][CH2:40]4)=[O:43])=[CH:3][C:4]=3[F:28])[CH:12]=[CH:11][N:10]=2)=[O:15])[CH2:21][CH2:20]1)[CH3:25], predict the reactants needed to synthesize it. The reactants are: [NH2:1][C:2]1[CH:27]=[CH:26][C:5]([O:6][C:7]2[CH:12]=[CH:11][N:10]=[C:9]([NH:13][C:14]([N:16]3[CH2:21][CH2:20][CH:19]([CH2:22][N:23]([CH3:25])[CH3:24])[CH2:18][CH2:17]3)=[O:15])[CH:8]=2)=[C:4]([F:28])[CH:3]=1.[F:29][C:30]1[CH:35]=[CH:34][C:33]([NH:36][C:37]([C:39]2([C:42](O)=[O:43])[CH2:41][CH2:40]2)=[O:38])=[CH:32][CH:31]=1.C(N(CC)CC)C.F[P-](F)(F)(F)(F)F.N1(O[P+](N(C)C)(N(C)C)N(C)C)C2C=CC=CC=2N=N1. (9) Given the product [N:39]1([C:12]2[N:17]=[CH:16][C:15]([NH:18][C:19]([C:21]3[N:22]([CH2:31][C:32]4[CH:37]=[CH:36][CH:35]=[C:34]([F:38])[CH:33]=4)[C:23]4[C:28]([CH:29]=3)=[CH:27][C:26]([F:30])=[CH:25][CH:24]=4)=[O:20])=[CH:14][CH:13]=2)[CH2:42][CH2:41][CH2:40]1, predict the reactants needed to synthesize it. The reactants are: C[Si]([N-][Si](C)(C)C)(C)C.[Li+].Cl[C:12]1[N:17]=[CH:16][C:15]([NH:18][C:19]([C:21]2[N:22]([CH2:31][C:32]3[CH:37]=[CH:36][CH:35]=[C:34]([F:38])[CH:33]=3)[C:23]3[C:28]([CH:29]=2)=[CH:27][C:26]([F:30])=[CH:25][CH:24]=3)=[O:20])=[CH:14][CH:13]=1.[NH:39]1[CH2:42][CH2:41][CH2:40]1. (10) Given the product [C:1]([C:4]1[S:8]/[C:7](=[N:9]\[C:10](=[O:19])[C:11]2[CH:16]=[C:15]([Cl:17])[CH:14]=[CH:13][C:12]=2[O:30][CH2:29][C:28]([F:32])([F:31])[F:27])/[N:6]([CH2:20][C@H:21]2[CH2:25][CH2:24][CH2:23][O:22]2)[C:5]=1[CH3:26])(=[O:3])[CH3:2], predict the reactants needed to synthesize it. The reactants are: [C:1]([C:4]1[S:8]/[C:7](=[N:9]\[C:10](=[O:19])[C:11]2[CH:16]=[C:15]([Cl:17])[CH:14]=[CH:13][C:12]=2F)/[N:6]([CH2:20][C@H:21]2[CH2:25][CH2:24][CH2:23][O:22]2)[C:5]=1[CH3:26])(=[O:3])[CH3:2].[F:27][C:28]([F:32])([F:31])[CH2:29][OH:30].CC(C)([O-])C.[K+].